From a dataset of Forward reaction prediction with 1.9M reactions from USPTO patents (1976-2016). Predict the product of the given reaction. (1) The product is: [CH2:3]([O:7][C:9]1[N:14]=[CH:13][N:12]=[C:11]([N:15]2[CH2:21][C@H:20]([CH3:22])[CH2:19][CH2:18][CH2:17][C@@H:16]2[CH3:23])[C:10]=1[F:24])[C:4]#[C:5][CH3:6]. Given the reactants [H-].[Na+].[CH2:3]([OH:7])[C:4]#[C:5][CH3:6].Cl[C:9]1[N:14]=[CH:13][N:12]=[C:11]([N:15]2[CH2:21][C@H:20]([CH3:22])[CH2:19][CH2:18][CH2:17][C@@H:16]2[CH3:23])[C:10]=1[F:24].[Cl-].[NH4+], predict the reaction product. (2) Given the reactants [NH2:1][C:2]1[CH:3]=[N:4][CH:5]=[CH:6][C:7]=1[C:8]1[N:13]=[C:12]([CH3:14])[N:11]=[C:10]([NH:15][C:16](=[O:22])[O:17][C:18]([CH3:21])([CH3:20])[CH3:19])[CH:9]=1.[NH2:23][C:24]1[C:25]([C:32](O)=[O:33])=[N:26][C:27]([Br:31])=[C:28]([F:30])[CH:29]=1.C(Cl)CCl.C1C=NC2N(O)N=NC=2C=1, predict the reaction product. The product is: [NH2:23][C:24]1[C:25]([C:32]([NH:1][C:2]2[CH:3]=[N:4][CH:5]=[CH:6][C:7]=2[C:8]2[N:13]=[C:12]([CH3:14])[N:11]=[C:10]([NH:15][C:16](=[O:22])[O:17][C:18]([CH3:19])([CH3:21])[CH3:20])[CH:9]=2)=[O:33])=[N:26][C:27]([Br:31])=[C:28]([F:30])[CH:29]=1. (3) Given the reactants [S:1]1[CH:5]=[CH:4][CH:3]=[C:2]1[C:6]1[CH:10]=[C:9]([CH:11](C)[CH2:12][CH:13]=O)[O:8][N:7]=1.[CH2:16]([N:23]1[CH2:28][CH2:27][NH:26][CH2:25][CH2:24]1)[C:17]1[CH:22]=[CH:21][CH:20]=[CH:19][CH:18]=1.[BH-](OC(C)=O)(OC(C)=O)O[C:31](C)=O.[Na+].C(O)(=O)C, predict the reaction product. The product is: [CH2:16]([N:23]1[CH2:28][CH2:27][N:26]([CH2:31][CH2:13][CH2:12][CH2:11][C:9]2[O:8][N:7]=[C:6]([C:2]3[S:1][CH:5]=[CH:4][CH:3]=3)[CH:10]=2)[CH2:25][CH2:24]1)[C:17]1[CH:18]=[CH:19][CH:20]=[CH:21][CH:22]=1. (4) Given the reactants Br[CH2:2][C:3]1[CH:8]=[C:7]([Cl:9])[CH:6]=[CH:5][C:4]=1[S:10]([CH2:13][CH3:14])(=[O:12])=[O:11].[NH2:15][C:16]1[NH:25][C:24](=[O:26])[C:23]2[C:18](=[C:19]([CH2:32][N:33]3[CH2:38][CH2:37][N:36]([C:39]([O:41][C:42]([CH3:45])([CH3:44])[CH3:43])=[O:40])[CH2:35][CH2:34]3)[CH:20]=[C:21]([O:27][C:28]([F:31])([F:30])[F:29])[CH:22]=2)[N:17]=1, predict the reaction product. The product is: [NH2:15][C:16]1[N:25]([CH2:2][C:3]2[CH:8]=[C:7]([Cl:9])[CH:6]=[CH:5][C:4]=2[S:10]([CH2:13][CH3:14])(=[O:12])=[O:11])[C:24](=[O:26])[C:23]2[C:18](=[C:19]([CH2:32][N:33]3[CH2:34][CH2:35][N:36]([C:39]([O:41][C:42]([CH3:45])([CH3:44])[CH3:43])=[O:40])[CH2:37][CH2:38]3)[CH:20]=[C:21]([O:27][C:28]([F:30])([F:31])[F:29])[CH:22]=2)[N:17]=1. (5) Given the reactants [H-].[Na+].[F:3][C:4]([F:26])([F:25])[O:5][C:6]1[CH:7]=[C:8]([C:12]([C:14]2[CH:19]=[CH:18][CH:17]=[C:16]([O:20][C:21]([F:24])([F:23])[F:22])[CH:15]=2)=O)[CH:9]=[CH:10][CH:11]=1.[CH2:27](P(=O)(OCC)OCC)[C:28]1[CH:33]=[CH:32][CH:31]=[CH:30][CH:29]=1.O, predict the reaction product. The product is: [C:28]1([CH:27]=[C:12]([C:14]2[CH:15]=[C:16]([O:20][C:21]([F:24])([F:23])[F:22])[CH:17]=[CH:18][CH:19]=2)[C:8]2[CH:7]=[C:6]([O:5][C:4]([F:26])([F:25])[F:3])[CH:11]=[CH:10][CH:9]=2)[CH:33]=[CH:32][CH:31]=[CH:30][CH:29]=1. (6) The product is: [Cl:30][C:15]1[C:16]2[N:17]=[C:8]([C:5]3[CH:6]=[CH:7][C:2]([F:1])=[CH:3][CH:4]=3)[CH:9]=[CH:10][C:11]=2[N:12]=[CH:13][N:14]=1. Given the reactants [F:1][C:2]1[CH:7]=[CH:6][C:5]([C:8]2[CH:9]=[CH:10][C:11]3[N:12]=[CH:13][NH:14][C:15](=O)[C:16]=3[N:17]=2)=[CH:4][CH:3]=1.C(N(C(C)C)CC)(C)C.P(Cl)(Cl)([Cl:30])=O, predict the reaction product. (7) Given the reactants [Br:1][C:2]1[CH:27]=[CH:26][C:5]2[N:6]([C:18]3[CH:23]=[CH:22][C:21]([O:24][CH3:25])=[CH:20][CH:19]=3)[C:7]([S:9][CH2:10][C:11]3[CH:16]=[CH:15][C:14]([Br:17])=[CH:13][CH:12]=3)=[N:8][C:4]=2[CH:3]=1.C(OCC)(=O)C.[ClH:34], predict the reaction product. The product is: [ClH:34].[Br:1][C:2]1[CH:27]=[CH:26][C:5]2[N:6]([C:18]3[CH:23]=[CH:22][C:21]([O:24][CH3:25])=[CH:20][CH:19]=3)[C:7]([S:9][CH2:10][C:11]3[CH:12]=[CH:13][C:14]([Br:17])=[CH:15][CH:16]=3)=[N:8][C:4]=2[CH:3]=1.